Task: Regression. Given two drug SMILES strings and cell line genomic features, predict the synergy score measuring deviation from expected non-interaction effect.. Dataset: NCI-60 drug combinations with 297,098 pairs across 59 cell lines (1) Cell line: NCI-H226. Drug 1: C1CCC(C1)C(CC#N)N2C=C(C=N2)C3=C4C=CNC4=NC=N3. Drug 2: C1=NC2=C(N=C(N=C2N1C3C(C(C(O3)CO)O)F)Cl)N. Synergy scores: CSS=18.6, Synergy_ZIP=-5.48, Synergy_Bliss=-1.76, Synergy_Loewe=-2.97, Synergy_HSA=-1.48. (2) Drug 1: C1=CC(=CC=C1CCCC(=O)O)N(CCCl)CCCl. Drug 2: CCC(=C(C1=CC=CC=C1)C2=CC=C(C=C2)OCCN(C)C)C3=CC=CC=C3.C(C(=O)O)C(CC(=O)O)(C(=O)O)O. Cell line: LOX IMVI. Synergy scores: CSS=8.32, Synergy_ZIP=-13.5, Synergy_Bliss=-17.6, Synergy_Loewe=-13.8, Synergy_HSA=-13.1. (3) Drug 1: CCN(CC)CCNC(=O)C1=C(NC(=C1C)C=C2C3=C(C=CC(=C3)F)NC2=O)C. Drug 2: CC1=C(N=C(N=C1N)C(CC(=O)N)NCC(C(=O)N)N)C(=O)NC(C(C2=CN=CN2)OC3C(C(C(C(O3)CO)O)O)OC4C(C(C(C(O4)CO)O)OC(=O)N)O)C(=O)NC(C)C(C(C)C(=O)NC(C(C)O)C(=O)NCCC5=NC(=CS5)C6=NC(=CS6)C(=O)NCCC[S+](C)C)O. Cell line: MOLT-4. Synergy scores: CSS=16.5, Synergy_ZIP=5.64, Synergy_Bliss=4.32, Synergy_Loewe=-14.9, Synergy_HSA=1.91. (4) Drug 1: CC1C(C(=O)NC(C(=O)N2CCCC2C(=O)N(CC(=O)N(C(C(=O)O1)C(C)C)C)C)C(C)C)NC(=O)C3=C4C(=C(C=C3)C)OC5=C(C(=O)C(=C(C5=N4)C(=O)NC6C(OC(=O)C(N(C(=O)CN(C(=O)C7CCCN7C(=O)C(NC6=O)C(C)C)C)C)C(C)C)C)N)C. Drug 2: CC1CCC2CC(C(=CC=CC=CC(CC(C(=O)C(C(C(=CC(C(=O)CC(OC(=O)C3CCCCN3C(=O)C(=O)C1(O2)O)C(C)CC4CCC(C(C4)OC)O)C)C)O)OC)C)C)C)OC. Cell line: NCI-H226. Synergy scores: CSS=17.3, Synergy_ZIP=6.73, Synergy_Bliss=7.18, Synergy_Loewe=3.32, Synergy_HSA=3.82. (5) Drug 1: C1CCC(C1)C(CC#N)N2C=C(C=N2)C3=C4C=CNC4=NC=N3. Drug 2: CC12CCC3C(C1CCC2O)C(CC4=C3C=CC(=C4)O)CCCCCCCCCS(=O)CCCC(C(F)(F)F)(F)F. Cell line: OVCAR-4. Synergy scores: CSS=1.33, Synergy_ZIP=0.931, Synergy_Bliss=0.599, Synergy_Loewe=-0.959, Synergy_HSA=-0.0384. (6) Drug 1: C1CN1P(=S)(N2CC2)N3CC3. Drug 2: C1=NNC2=C1C(=O)NC=N2. Cell line: NCI-H522. Synergy scores: CSS=9.62, Synergy_ZIP=-3.51, Synergy_Bliss=0.507, Synergy_Loewe=-2.51, Synergy_HSA=0.494.